From a dataset of Full USPTO retrosynthesis dataset with 1.9M reactions from patents (1976-2016). Predict the reactants needed to synthesize the given product. (1) Given the product [NH2:12][C:11]1[C:2]([CH3:1])=[C:3]2[C:8](=[CH:9][C:10]=1[C:15]([OH:17])=[O:16])[N:7]=[C:6]([C:18]([F:21])([F:19])[F:20])[CH:5]=[CH:4]2, predict the reactants needed to synthesize it. The reactants are: [CH3:1][C:2]1[C:11]([N+:12]([O-])=O)=[C:10]([C:15]([OH:17])=[O:16])[CH:9]=[C:8]2[C:3]=1[CH:4]=[CH:5][C:6]([C:18]([F:21])([F:20])[F:19])=[N:7]2. (2) The reactants are: [C:1]([C:3]1[CH:4]=[CH:5][C:6]([O:21][CH3:22])=[C:7]([CH:20]=1)[O:8][CH:9]1[CH2:14][CH2:13][N:12]([CH2:15][C:16]([NH:18][CH3:19])=[O:17])[CH2:11][CH2:10]1)#[N:2].C(O)(=O)C.S(=O)(=O)(O)O.[N+:32]([O-])([OH:34])=[O:33].N.C(#N)CC. Given the product [C:1]([C:3]1[C:4]([N+:32]([O-:34])=[O:33])=[CH:5][C:6]([O:21][CH3:22])=[C:7]([CH:20]=1)[O:8][CH:9]1[CH2:10][CH2:11][N:12]([CH2:15][C:16]([NH:18][CH3:19])=[O:17])[CH2:13][CH2:14]1)#[N:2], predict the reactants needed to synthesize it.